This data is from Reaction yield outcomes from USPTO patents with 853,638 reactions. The task is: Predict the reaction yield, written as a fraction of the theoretical maximum amount of product (1.0 means a 100% yield; for example, 0.34 means a 34% yield). (1) The reactants are [CH:1]1([CH:7]([NH:24][C:25]2[CH:33]=[CH:32][C:28](C(O)=O)=[CH:27][CH:26]=2)[C:8]2[O:9][C:10]3[CH:22]=[CH:21][C:20]([F:23])=[CH:19][C:11]=3[C:12]=2[CH2:13][O:14][CH2:15][CH2:16][O:17][CH3:18])[CH2:6][CH2:5][CH2:4][CH2:3][CH2:2]1.CNC[CH2:37][C:38]([O:40][CH2:41][CH3:42])=[O:39].O.ON1C2C=CC=CC=2N=N1.Cl.C(N=C=NCCCN(C)C)C.[Cl-].[NH4+].[CH3:68][N:69]([CH3:72])[CH:70]=[O:71]. The catalyst is C(N(CC)CC)C. The product is [CH:1]1([CH:7]([NH:24][C:25]2[CH:26]=[CH:27][C:28]([C:70]([N:69]([CH3:72])[CH2:68][CH2:37][C:38]([O:40][CH2:41][CH3:42])=[O:39])=[O:71])=[CH:32][CH:33]=2)[C:8]2[O:9][C:10]3[CH:22]=[CH:21][C:20]([F:23])=[CH:19][C:11]=3[C:12]=2[CH2:13][O:14][CH2:15][CH2:16][O:17][CH3:18])[CH2:6][CH2:5][CH2:4][CH2:3][CH2:2]1. The yield is 0.700. (2) The catalyst is C(#N)C. The yield is 0.500. The product is [CH3:3][C:4]1[N:8]([CH:9]2[CH2:15][C@H:14]3[N:16]([CH2:17][CH2:18][C:19]4([C:25]5[CH:30]=[CH:29][CH:28]=[CH:27][CH:26]=5)[CH2:20][CH2:21][N:22]([C:35]([O:36][C@@H:37]5[C@H:44]6[C@H:40]([O:41][CH2:42][CH2:43]6)[O:39][CH2:38]5)=[O:45])[CH2:23][CH2:24]4)[C@H:11]([CH2:12][CH2:13]3)[CH2:10]2)[C:7]2[CH:31]=[CH:32][CH:33]=[CH:34][C:6]=2[N:5]=1. The reactants are Cl.Cl.[CH3:3][C:4]1[N:8]([CH:9]2[CH2:15][CH:14]3[N:16]([CH2:17][CH2:18][C:19]4([C:25]5[CH:30]=[CH:29][CH:28]=[CH:27][CH:26]=5)[CH2:24][CH2:23][NH:22][CH2:21][CH2:20]4)[CH:11]([CH2:12][CH2:13]3)[CH2:10]2)[C:7]2[CH:31]=[CH:32][CH:33]=[CH:34][C:6]=2[N:5]=1.[C:35](=O)([O:45]C1C=CC([N+]([O-])=O)=CC=1)[O:36][C@@H:37]1[C@H:44]2[C@H:40]([O:41][CH2:42][CH2:43]2)[O:39][CH2:38]1.C(N(CC)C(C)C)(C)C.